From a dataset of Forward reaction prediction with 1.9M reactions from USPTO patents (1976-2016). Predict the product of the given reaction. (1) Given the reactants C[O:2][CH:3](OC)[N:4](C)C.[F:9][CH:10]([F:19])[C:11](=O)[CH2:12][C:13]([O:15][CH2:16][CH3:17])=[O:14].CC[O-].[Na+].[C:24]([CH2:26][C:27](N)=O)#[N:25], predict the reaction product. The product is: [C:24]([C:26]1[C:3](=[O:2])[NH:4][C:11]([CH:10]([F:19])[F:9])=[C:12]([C:13]([O:15][CH2:16][CH3:17])=[O:14])[CH:27]=1)#[N:25]. (2) Given the reactants [F:1][C:2]([F:19])([F:18])[C:3]1[CH:8]=[CH:7][C:6]([NH:9][NH:10]C(OC(C)(C)C)=O)=[CH:5][CH:4]=1.[Cl:20][C:21]1[CH:31]=[CH:30][C:29]([CH2:32][NH:33][C:34](=[O:39])[C:35]([F:38])([F:37])[F:36])=[CH:28][C:22]=1[C:23]([N:25]=[C:26]=[O:27])=O, predict the reaction product. The product is: [Cl:20][C:21]1[CH:31]=[CH:30][C:29]([CH2:32][NH:33][C:34](=[O:39])[C:35]([F:38])([F:37])[F:36])=[CH:28][C:22]=1[C:23]1[NH:25][C:26](=[O:27])[N:9]([C:6]2[CH:7]=[CH:8][C:3]([C:2]([F:1])([F:19])[F:18])=[CH:4][CH:5]=2)[N:10]=1. (3) Given the reactants C1(S(CC2C(C(OCC)=O)=C(O)C([C:23]3[CH:27]=[CH:26][O:25][CH:24]=3)=CC=2)(=O)=O)C=CC=CC=1.Br[C:29]1[C:30]([O:51][CH3:52])=[C:31]([C:36]([CH2:39][S:40]([N:43]2[CH2:48][CH2:47][C:46]([F:50])([F:49])[CH2:45][CH2:44]2)(=[O:42])=[O:41])=[CH:37][CH:38]=1)[C:32]([O:34][CH3:35])=[O:33], predict the reaction product. The product is: [F:49][C:46]1([F:50])[CH2:47][CH2:48][N:43]([S:40]([CH2:39][C:36]2[C:31]([C:32]([O:34][CH3:35])=[O:33])=[C:30]([O:51][CH3:52])[C:29]([C:23]3[CH:27]=[CH:26][O:25][CH:24]=3)=[CH:38][CH:37]=2)(=[O:42])=[O:41])[CH2:44][CH2:45]1. (4) Given the reactants C(N(CC)CC)C.[CH2:8]([C:10]1[CH:15]=[CH:14][C:13]([NH2:16])=[CH:12][C:11]=1[O:17][CH3:18])[CH3:9].[C:19](Cl)(=[O:21])[CH3:20], predict the reaction product. The product is: [CH2:8]([C:10]1[CH:15]=[CH:14][C:13]([NH:16][C:19](=[O:21])[CH3:20])=[CH:12][C:11]=1[O:17][CH3:18])[CH3:9]. (5) Given the reactants [CH3:1][C:2]1([CH3:12])[O:6][C@@H:5]([CH2:7][C:8](O)=[O:9])[C:4](=[O:11])[O:3]1.B.C1COCC1.Cl, predict the reaction product. The product is: [OH:9][CH2:8][CH2:7][C@@H:5]1[O:6][C:2]([CH3:1])([CH3:12])[O:3][C:4]1=[O:11]. (6) Given the reactants [CH2:1]([C:5]1[N:10]2[N:11]=[CH:12][N:13]=[C:9]2[N:8]([C@H:14]2[CH2:19][CH2:18][C@H:17]([O:20][CH2:21][C:22]([OH:25])([CH3:24])[CH3:23])[CH2:16][CH2:15]2)[C:7](=[O:26])[C:6]=1[CH2:27][C:28]1[CH:33]=[CH:32][C:31]([C:34]2[C:35]([C:40]#[N:41])=[CH:36][CH:37]=[CH:38][CH:39]=2)=[CH:30][C:29]=1[F:42])[CH2:2][CH2:3][CH3:4].C([Sn](=O)CCCC)CCC.[N:53]([Si](C)(C)C)=[N+:54]=[N-:55].C1(C)C=CC=CC=1, predict the reaction product. The product is: [CH2:1]([C:5]1[N:10]2[N:11]=[CH:12][N:13]=[C:9]2[N:8]([C@H:14]2[CH2:19][CH2:18][C@H:17]([O:20][CH2:21][C:22]([OH:25])([CH3:23])[CH3:24])[CH2:16][CH2:15]2)[C:7](=[O:26])[C:6]=1[CH2:27][C:28]1[CH:33]=[CH:32][C:31]([C:34]2[CH:39]=[CH:38][CH:37]=[CH:36][C:35]=2[C:40]2[NH:55][N:54]=[N:53][N:41]=2)=[CH:30][C:29]=1[F:42])[CH2:2][CH2:3][CH3:4]. (7) Given the reactants [N:1]1[CH:6]=[CH:5][C:4]([CH:7]=O)=[CH:3][CH:2]=1.Cl.[C:10]1([NH:16][NH2:17])[CH:15]=[CH:14][CH:13]=[CH:12][CH:11]=1.C(N(CC)CC)C, predict the reaction product. The product is: [C:10]1([NH:16][N:17]=[CH:7][C:4]2[CH:5]=[CH:6][N:1]=[CH:2][CH:3]=2)[CH:15]=[CH:14][CH:13]=[CH:12][CH:11]=1. (8) The product is: [N:42]1([CH2:2][C:3]2[CH:8]=[C:7]([C:9]3[CH:10]=[C:11]([C:15]4[CH2:21][C:20](=[O:22])[NH:19][C:18]5[CH:23]=[C:24]([C:33]([F:36])([F:34])[F:35])[C:25]([O:27][CH2:28][C:29]([F:30])([F:31])[F:32])=[CH:26][C:17]=5[N:16]=4)[CH:12]=[CH:13][CH:14]=3)[CH:6]=[CH:5][N:4]=2)[CH2:46][CH2:45][CH2:44][CH2:43]1. Given the reactants O[CH2:2][C:3]1[CH:8]=[C:7]([C:9]2[CH:10]=[C:11]([C:15]3[CH2:21][C:20](=[O:22])[NH:19][C:18]4[CH:23]=[C:24]([C:33]([F:36])([F:35])[F:34])[C:25]([O:27][CH2:28][C:29]([F:32])([F:31])[F:30])=[CH:26][C:17]=4[N:16]=3)[CH:12]=[CH:13][CH:14]=2)[CH:6]=[CH:5][N:4]=1.S(Cl)(Cl)=O.[Cl-].[NH:42]1[CH2:46][CH2:45][CH2:44][CH2:43]1, predict the reaction product.